From a dataset of Reaction yield outcomes from USPTO patents with 853,638 reactions. Predict the reaction yield, written as a fraction of the theoretical maximum amount of product (1.0 means a 100% yield; for example, 0.34 means a 34% yield). (1) The reactants are [Cl:1][C:2]1[CH:9]=[CH:8][C:5]([C:6]#[N:7])=[C:4]([O:10][C:11]2[CH:16]=[CH:15][C:14](OC)=[C:13]([CH:19]=O)[CH:12]=2)[CH:3]=1.CN.[C:23]([BH3-])#[N:24].[Na+].[C:27]([OH:34])(=[O:33])/[CH:28]=[CH:29]/[C:30]([OH:32])=[O:31]. The catalyst is C(O)(=O)C.CO. The product is [C:27]([OH:34])(=[O:33])/[CH:28]=[CH:29]/[C:30]([OH:32])=[O:31].[Cl:1][C:2]1[CH:9]=[CH:8][C:5]([C:6]#[N:7])=[C:4]([O:10][C:11]2[CH:16]=[CH:15][CH:14]=[C:13]([CH2:19][NH:24][CH3:23])[CH:12]=2)[CH:3]=1. The yield is 0.610. (2) The reactants are [CH:1]1([NH:4][CH2:5][C@@H:6]2[C@@H:10]([OH:11])[CH2:9][N:8]([C:12]([O:14][CH2:15][C:16]3[CH:21]=[CH:20][CH:19]=[CH:18][CH:17]=3)=[O:13])[CH2:7]2)[CH2:3][CH2:2]1.CO.[ClH:24].C(OC(C)C)(C)C. The catalyst is C(OCC)(=O)C. The product is [ClH:24].[CH:1]1([NH:4][CH2:5][C@@H:6]2[C@@H:10]([OH:11])[CH2:9][N:8]([C:12]([O:14][CH2:15][C:16]3[CH:17]=[CH:18][CH:19]=[CH:20][CH:21]=3)=[O:13])[CH2:7]2)[CH2:3][CH2:2]1. The yield is 0.900. (3) The reactants are C([NH:4][C:5]1[C:17]([F:18])=[C:16]2[C:8]([C:9]3[C:14]([CH2:19][CH2:20][CH2:21][CH3:22])([CH2:15]2)[CH2:13][CH2:12][C:11](=[O:23])[C:10]=3[C:24]([F:27])([F:26])[F:25])=[CH:7][C:6]=1[F:28])(=O)C.C(O)(=O)C.Cl.C([O-])([O-])=O.[Na+].[Na+]. The catalyst is C(Cl)Cl. The product is [NH2:4][C:5]1[C:17]([F:18])=[C:16]2[C:8]([C:9]3[C:14]([CH2:19][CH2:20][CH2:21][CH3:22])([CH2:15]2)[CH2:13][CH2:12][C:11](=[O:23])[C:10]=3[C:24]([F:27])([F:25])[F:26])=[CH:7][C:6]=1[F:28]. The yield is 0.230. (4) The reactants are O=[C:2]1[NH:11][C:10]2[N:9]=[C:8]([O:12]CCCC=O)[CH:7]=[CH:6][C:5]=2[CH2:4][CH2:3]1.[Cl:18][C:19]1[C:24]([Cl:25])=[CH:23][CH:22]=[CH:21][C:20]=1[N:26]1[CH2:31][CH2:30][NH:29][CH2:28][CH2:27]1.[BH-](O[C:42]([CH3:44])=[O:43])(OC(C)=O)OC(C)=O.[Na+].Cl[CH:47](Cl)[CH3:48]. No catalyst specified. The product is [Cl:18][C:19]1[C:24]([Cl:25])=[CH:23][CH:22]=[CH:21][C:20]=1[N:26]1[CH2:31][CH2:30][N:29]([CH2:47][CH2:48][CH2:44][CH2:42][O:43][CH:6]2[C:5]3[C:10](=[N:11][CH:2]=[CH:3][CH:4]=3)[NH:9][C:8](=[O:12])[CH2:7]2)[CH2:28][CH2:27]1. The yield is 0.610. (5) The reactants are [F:1][C:2]1[CH:7]=[C:6]([I:8])[CH:5]=[CH:4][C:3]=1[NH:9][C:10]1[CH:11]=[N:12][CH:13]=[CH:14][C:15]=1[C:16]([OH:18])=O.ON1C2C=CC=CC=2N=N1.Cl.CN(C)CCCN=C=NCC.C(N(CC)CC)C.[OH:48][C:49]1([C@@H:53]2[CH2:58][CH2:57][CH2:56][CH2:55][N:54]2[C:59]([O:61][C:62]([CH3:65])([CH3:64])[CH3:63])=[O:60])[CH2:52][NH:51][CH2:50]1. The catalyst is CN(C=O)C. The product is [F:1][C:2]1[CH:7]=[C:6]([I:8])[CH:5]=[CH:4][C:3]=1[NH:9][C:10]1[CH:11]=[N:12][CH:13]=[CH:14][C:15]=1[C:16]([N:51]1[CH2:52][C:49]([C@@H:53]2[CH2:58][CH2:57][CH2:56][CH2:55][N:54]2[C:59]([O:61][C:62]([CH3:65])([CH3:64])[CH3:63])=[O:60])([OH:48])[CH2:50]1)=[O:18]. The yield is 0.740.